Predict the product of the given reaction. From a dataset of Forward reaction prediction with 1.9M reactions from USPTO patents (1976-2016). (1) Given the reactants [CH3:1][O:2][C:3](=[O:12])[C:4]1[CH:9]=[C:8]([OH:10])[CH:7]=[C:6]([OH:11])[CH:5]=1.[H-].[Na+].[CH3:15][N:16]([CH3:20])[C:17](Cl)=[S:18].[OH-].[K+], predict the reaction product. The product is: [CH3:1][O:2][C:3](=[O:12])[C:4]1[CH:5]=[C:6]([O:11][C:17](=[S:18])[N:16]([CH3:20])[CH3:15])[CH:7]=[C:8]([O:10][C:17](=[S:18])[N:16]([CH3:20])[CH3:15])[CH:9]=1. (2) Given the reactants [N:1]1[CH:6]=[CH:5][CH:4]=[C:3]([C:7]2[CH:11]=[C:10]([C:12]([F:15])([F:14])[F:13])[N:9]([C:16]3[CH:17]=[CH:18][C:19]([NH:22][C:23](=[O:33])[C:24]4[CH:25]=[C:26]([CH:30]=[CH:31][CH:32]=4)[C:27]([OH:29])=O)=[N:20][CH:21]=3)[N:8]=2)[CH:2]=1.CN.O[N:37]1[C:41]2C=CC=CC=2N=N1.CN(C)CCCN=C=NCC.C(=O)(O)[O-].[Na+], predict the reaction product. The product is: [CH3:41][NH:37][C:27](=[O:29])[C:26]1[CH:30]=[CH:31][CH:32]=[C:24]([C:23]([NH:22][C:19]2[CH:18]=[CH:17][C:16]([N:9]3[C:10]([C:12]([F:13])([F:15])[F:14])=[CH:11][C:7]([C:3]4[CH:2]=[N:1][CH:6]=[CH:5][CH:4]=4)=[N:8]3)=[CH:21][N:20]=2)=[O:33])[CH:25]=1. (3) Given the reactants Cl[C:2]1[N:7]=[C:6]([C:8]2[CH:13]=[C:12]([Cl:14])[CH:11]=[CH:10][C:9]=2[CH3:15])[N:5]=[C:4]([NH:16][C:17]2[CH:22]=[CH:21][C:20]([CH2:23][N:24]([CH3:26])[CH3:25])=[CH:19][CH:18]=2)[N:3]=1.[NH3:27], predict the reaction product. The product is: [Cl:14][C:12]1[CH:11]=[CH:10][C:9]([CH3:15])=[C:8]([C:6]2[N:5]=[C:4]([NH:16][C:17]3[CH:22]=[CH:21][C:20]([CH2:23][N:24]([CH3:26])[CH3:25])=[CH:19][CH:18]=3)[N:3]=[C:2]([NH2:27])[N:7]=2)[CH:13]=1. (4) The product is: [CH2:1]([O:3][C:4]([C:6]1[N:7]([C:26]2[CH:31]=[CH:30][C:29]([O:32][CH:33]([CH3:34])[CH3:35])=[CH:28][CH:27]=2)[C:8]2[C:13]([CH:14]=1)=[C:12]([NH:15][C:36](=[O:38])[CH3:37])[C:11]([C:16]1[CH:17]=[CH:18][C:19]([O:22][CH:23]([CH3:25])[CH3:24])=[CH:20][CH:21]=1)=[CH:10][CH:9]=2)=[O:5])[CH3:2]. Given the reactants [CH2:1]([O:3][C:4]([C:6]1[N:7]([C:26]2[CH:31]=[CH:30][C:29]([O:32][CH:33]([CH3:35])[CH3:34])=[CH:28][CH:27]=2)[C:8]2[C:13]([CH:14]=1)=[C:12]([NH2:15])[C:11]([C:16]1[CH:21]=[CH:20][C:19]([O:22][CH:23]([CH3:25])[CH3:24])=[CH:18][CH:17]=1)=[CH:10][CH:9]=2)=[O:5])[CH3:2].[C:36](Cl)(=[O:38])[CH3:37].CCN(CC)CC.Cl, predict the reaction product.